From a dataset of hERG potassium channel inhibition data for cardiac toxicity prediction from Karim et al.. Regression/Classification. Given a drug SMILES string, predict its toxicity properties. Task type varies by dataset: regression for continuous values (e.g., LD50, hERG inhibition percentage) or binary classification for toxic/non-toxic outcomes (e.g., AMES mutagenicity, cardiotoxicity, hepatotoxicity). Dataset: herg_karim. The compound is O=C(NO)C1(S(=O)(=O)c2ccc(Oc3ccc(OC(F)(F)F)cc3)cc2)CCC2(CCNCC2)C1. The result is 0 (non-blocker).